From a dataset of Full USPTO retrosynthesis dataset with 1.9M reactions from patents (1976-2016). Predict the reactants needed to synthesize the given product. (1) Given the product [CH2:4]([C:3]1[N:8]=[C:20]([C:21]([O:23][CH2:24][CH3:25])=[O:22])[O:1][N:2]=1)[CH2:5][CH2:6][CH3:7], predict the reactants needed to synthesize it. The reactants are: [OH:1][NH:2][C:3](=[NH:8])[CH2:4][CH2:5][CH2:6][CH3:7].N1C=CC=CC=1.C(Cl)(Cl)Cl.Cl[C:20](=O)[C:21]([O:23][CH2:24][CH3:25])=[O:22]. (2) Given the product [Cl:1][C:2]1[CH:7]=[CH:6][CH:5]=[CH:4][C:3]=1[CH:8]([NH:13][C:24]([C:21]1[CH:22]=[C:23]2[C:18](=[CH:19][CH:20]=1)[NH:17][N:16]=[C:15]2[I:14])=[O:25])[CH2:9][CH:10]([CH3:11])[CH3:12], predict the reactants needed to synthesize it. The reactants are: [Cl:1][C:2]1[CH:7]=[CH:6][CH:5]=[CH:4][C:3]=1[CH:8]([NH2:13])[CH2:9][CH:10]([CH3:12])[CH3:11].[I:14][C:15]1[C:23]2[C:18](=[CH:19][CH:20]=[C:21]([C:24](O)=[O:25])[CH:22]=2)[NH:17][N:16]=1. (3) Given the product [C:40]([O:39][C:37]([N:36]1[C:35]([CH3:44])([CH3:45])[CH2:34][CH2:33][C@H:32]1[C@H:20]([C:21]1[CH:26]=[CH:25][C:24]([C:27]([F:28])([F:30])[F:29])=[CH:23][C:22]=1[F:31])[C:57]([OH:56])=[O:1])=[O:38])([CH3:43])([CH3:41])[CH3:42], predict the reactants needed to synthesize it. The reactants are: [OH:1][Li].O.OO.C([C@@H]1COC(=O)N1C(=O)[C@H:20]([C@H:32]1[N:36]([C:37]([O:39][C:40]([CH3:43])([CH3:42])[CH3:41])=[O:38])[C:35]([CH3:45])([CH3:44])[CH2:34][CH2:33]1)[C:21]1[CH:26]=[CH:25][C:24]([C:27]([F:30])([F:29])[F:28])=[CH:23][C:22]=1[F:31])C1C=CC=CC=1.[O-]S([O-])=O.[Na+].[Na+].C1[CH2:57][O:56]CC1.O. (4) Given the product [Cl:1][C:2]1[C:7]([C:8]2[CH:13]=[CH:12][CH:11]=[CH:10][CH:9]=2)=[N:6][N:5]([CH2:22][C:23]2[CH:28]=[CH:27][C:26]([O:29][CH3:30])=[CH:25][CH:24]=2)[C:4](=[O:14])[CH:3]=1, predict the reactants needed to synthesize it. The reactants are: [Cl:1][C:2]1[C:7]([C:8]2[CH:13]=[CH:12][CH:11]=[CH:10][CH:9]=2)=[N:6][NH:5][C:4](=[O:14])[CH:3]=1.C([O-])([O-])=O.[K+].[K+].Br[CH2:22][C:23]1[CH:28]=[CH:27][C:26]([O:29][CH3:30])=[CH:25][CH:24]=1.O. (5) Given the product [Cl:23][C:24]1[CH:29]=[CH:28][C:27]([CH:30]([C:32]2[CH:33]=[CH:34][CH:35]=[CH:36][CH:37]=2)[NH:31][C:18](=[O:20])[CH2:17][C:14]2[CH:13]=[CH:12][C:11]([O:10][CH2:9][CH2:8][C:7]3[C:2]([Cl:1])=[N:3][CH:4]=[N:5][C:6]=3[OH:21])=[CH:16][CH:15]=2)=[C:26]([CH3:38])[CH:25]=1, predict the reactants needed to synthesize it. The reactants are: [Cl:1][C:2]1[C:7]([CH2:8][CH2:9][O:10][C:11]2[CH:16]=[CH:15][C:14]([CH2:17][C:18]([OH:20])=O)=[CH:13][CH:12]=2)=[C:6]([OH:21])[N:5]=[CH:4][N:3]=1.Cl.[Cl:23][C:24]1[CH:29]=[CH:28][C:27]([CH:30]([C:32]2[CH:37]=[CH:36][CH:35]=[CH:34][CH:33]=2)[NH2:31])=[C:26]([CH3:38])[CH:25]=1.